This data is from Forward reaction prediction with 1.9M reactions from USPTO patents (1976-2016). The task is: Predict the product of the given reaction. Given the reactants [OH:1][C@H:2]([C:11]1[CH:16]=[CH:15][CH:14]=[CH:13][CH:12]=1)[C@@H:3]([CH2:7][CH2:8][C:9]#[CH:10])[C:4]([OH:6])=[O:5].N12CCCN=C1CCCCC2.[Si:28](Cl)([C:31]([CH3:34])([CH3:33])[CH3:32])([CH3:30])[CH3:29], predict the reaction product. The product is: [Si:28]([O:1][C@H:2]([C:11]1[CH:12]=[CH:13][CH:14]=[CH:15][CH:16]=1)[C@@H:3]([CH2:7][CH2:8][C:9]#[CH:10])[C:4]([OH:6])=[O:5])([C:31]([CH3:34])([CH3:33])[CH3:32])([CH3:30])[CH3:29].